Dataset: Microsomal clearance measurements from AstraZeneca. Task: Regression/Classification. Given a drug SMILES string, predict its absorption, distribution, metabolism, or excretion properties. Task type varies by dataset: regression for continuous measurements (e.g., permeability, clearance, half-life) or binary classification for categorical outcomes (e.g., BBB penetration, CYP inhibition). For this dataset (clearance_microsome_az), we predict log10(clearance) (log10 of the in vitro intrinsic clearance, CLint, in uL/min per mg of human liver microsomal protein, equivalently mL/min/g; values are censored to the assay range of 3 to 150, which is 0.477 to 2.18 on this log10 scale). (1) The molecule is Cc1cc(C)nc(SCC(N)=O)n1. The log10(clearance) is 0.480. (2) The molecule is CCCc1nn(C)c2c(=O)[nH]c(-c3cc(S(=O)(=O)N4CCN(C)CC4)ccc3OCC)nc12. The log10(clearance) is 2.12.